From a dataset of Reaction yield outcomes from USPTO patents with 853,638 reactions. Predict the reaction yield, written as a fraction of the theoretical maximum amount of product (1.0 means a 100% yield; for example, 0.34 means a 34% yield). (1) The reactants are C[O:2][C:3]([C:5]1[N:6]([CH3:26])[N:7]=[C:8]([O:10][CH2:11][C:12]2[C:13]([C:19]3[CH:24]=[CH:23][C:22]([Cl:25])=[CH:21][CH:20]=3)=[N:14][O:15][C:16]=2[CH2:17][OH:18])[CH:9]=1)=[O:4].COC(C1N(C)N=C(OCC2C(C3C=CC(F)=CC=3)=NOC=2CO)C=1)=O. No catalyst specified. The product is [Cl:25][C:22]1[CH:23]=[CH:24][C:19]([C:13]2[C:12]([CH2:11][O:10][C:8]3[CH:9]=[C:5]([C:3]([OH:4])=[O:2])[N:6]([CH3:26])[N:7]=3)=[C:16]([CH2:17][OH:18])[O:15][N:14]=2)=[CH:20][CH:21]=1. The yield is 0.910. (2) The reactants are [Cl:1][C:2]1[CH:7]=[CH:6][C:5]([CH3:8])=[CH:4][C:3]=1[OH:9].[C:10](=O)([O-])[O-].[K+].[K+].CI. The catalyst is CC(C)=O. The product is [Cl:1][C:2]1[CH:7]=[CH:6][C:5]([CH3:8])=[CH:4][C:3]=1[O:9][CH3:10]. The yield is 1.04. (3) The reactants are F[C:2]1[N:29]=[CH:28][C:27]([CH3:30])=[CH:26][C:3]=1[C:4]([C:6]1[N:11]=[C:10]([N:12]2[CH2:18][CH2:17][CH2:16][N:15]([C:19]([O:21][C:22]([CH3:25])([CH3:24])[CH3:23])=[O:20])[CH2:14][CH2:13]2)[CH:9]=[CH:8][CH:7]=1)=[O:5].[OH-].[NH4+:32]. No catalyst specified. The product is [NH2:32][C:2]1[N:29]=[CH:28][C:27]([CH3:30])=[CH:26][C:3]=1[C:4]([C:6]1[N:11]=[C:10]([N:12]2[CH2:18][CH2:17][CH2:16][N:15]([C:19]([O:21][C:22]([CH3:25])([CH3:24])[CH3:23])=[O:20])[CH2:14][CH2:13]2)[CH:9]=[CH:8][CH:7]=1)=[O:5]. The yield is 0.180. (4) The reactants are [CH3:1][NH:2][CH2:3][CH2:4][OH:5].[NH2:6][C:7]1[N:12]=[C:11]([NH:13][CH2:14][CH2:15][NH:16][C:17]2[CH:22]=[CH:21][C:20]([NH:23][C:24](=[O:27])[CH2:25]Br)=[C:19]([C:28]3[CH:33]=[CH:32][C:31]([Cl:34])=[CH:30][C:29]=3[Cl:35])[CH:18]=2)[CH:10]=[CH:9][C:8]=1[N+:36]([O-:38])=[O:37]. The catalyst is CC#N. The product is [NH2:6][C:7]1[N:12]=[C:11]([NH:13][CH2:14][CH2:15][NH:16][C:17]2[CH:22]=[CH:21][C:20]([NH:23][C:24](=[O:27])[CH2:25][N:2]([CH2:3][CH2:4][OH:5])[CH3:1])=[C:19]([C:28]3[CH:33]=[CH:32][C:31]([Cl:34])=[CH:30][C:29]=3[Cl:35])[CH:18]=2)[CH:10]=[CH:9][C:8]=1[N+:36]([O-:38])=[O:37]. The yield is 0.210. (5) The reactants are [C:1]([C:5]1[CH:9]=[C:8]([NH:10][C:11]([NH:13][C@@H:14]2[C:23]3[C:18](=[CH:19][CH:20]=[CH:21][CH:22]=3)[C@H:17]([O:24][C:25]3[CH:26]=[CH:27][C:28]4[N:29]([C:31]([N:34]5[C@H:39]([CH3:40])[CH2:38][CH2:37][CH2:36][C@@H:35]5[CH3:41])=[N:32][N:33]=4)[CH:30]=3)[CH2:16][CH2:15]2)=[O:12])[N:7]([C:42]2[CH:43]=[C:44]([CH:51]=[CH:52][CH:53]=2)[CH2:45][O:46]S(C)(=O)=O)[N:6]=1)([CH3:4])([CH3:3])[CH3:2].[CH3:54][N:55]1[CH2:60][CH2:59][NH:58][CH2:57][CH2:56]1.C1C[O:64]CC1. No catalyst specified. The product is [CH:45]([OH:46])=[O:64].[C:1]([C:5]1[CH:9]=[C:8]([NH:10][C:11]([NH:13][C@@H:14]2[C:23]3[C:18](=[CH:19][CH:20]=[CH:21][CH:22]=3)[C@H:17]([O:24][C:25]3[CH:26]=[CH:27][C:28]4[N:29]([C:31]([N:34]5[C@H:39]([CH3:40])[CH2:38][CH2:37][CH2:36][C@@H:35]5[CH3:41])=[N:32][N:33]=4)[CH:30]=3)[CH2:16][CH2:15]2)=[O:12])[N:7]([C:42]2[CH:43]=[CH:44][CH:45]=[C:52]([CH2:51][N:58]3[CH2:59][CH2:60][N:55]([CH3:54])[CH2:56][CH2:57]3)[CH:53]=2)[N:6]=1)([CH3:3])([CH3:4])[CH3:2]. The yield is 0.190. (6) The reactants are [CH3:1][O:2][C:3]1[CH:8]=[CH:7][CH:6]=[CH:5][C:4]=1[C:9]1[C:17]2[C:12](=[N:13][CH:14]=[C:15](B3OC(C)(C)C(C)(C)O3)[CH:16]=2)[N:11]([S:27]([C:30]2[CH:35]=[CH:34][C:33]([CH3:36])=[CH:32][CH:31]=2)(=[O:29])=[O:28])[CH:10]=1.Br[C:38]1[CH:47]=[C:42]([C:43]([O:45][CH3:46])=[O:44])[C:41]([OH:48])=[CH:40][CH:39]=1.ClCCl. The yield is 0.910. The catalyst is C([O-])(O)=O.[Na+].C(#N)C.C1C=CC(P(C2C=CC=CC=2)[C-]2C=CC=C2)=CC=1.C1C=CC(P(C2C=CC=CC=2)[C-]2C=CC=C2)=CC=1.Cl[Pd]Cl.[Fe+2]. The product is [CH3:46][O:45][C:43](=[O:44])[C:42]1[CH:47]=[C:38]([C:15]2[CH:16]=[C:17]3[C:9]([C:4]4[CH:5]=[CH:6][CH:7]=[CH:8][C:3]=4[O:2][CH3:1])=[CH:10][N:11]([S:27]([C:30]4[C:31]([CH3:32])=[CH:36][CH:33]=[CH:34][CH:35]=4)(=[O:29])=[O:28])[C:12]3=[N:13][CH:14]=2)[CH:39]=[CH:40][C:41]=1[OH:48]. (7) The reactants are [F:1][C:2]([F:14])([F:13])[C:3]1[CH:8]=[CH:7][C:6]([CH2:9][C:10]([OH:12])=O)=[CH:5][CH:4]=1.[NH2:15][C:16]1[CH:17]=[C:18]([C:22]([C:24]2[C:32]3[CH:31]=[N:30][CH:29]=[N:28][C:27]=3[N:26]([C@@H:33]([CH3:43])[CH2:34][O:35][Si](C(C)(C)C)(C)C)[CH:25]=2)=[O:23])[CH:19]=[N:20][CH:21]=1.CCCP(O)(O)=O.C(N(CC)CC)C.C(=O)(O)[O-].[Na+]. The catalyst is C1COCC1. The product is [OH:35][CH2:34][C@@H:33]([N:26]1[C:27]2[N:28]=[CH:29][N:30]=[CH:31][C:32]=2[C:24]([C:22]([C:18]2[CH:17]=[C:16]([NH:15][C:10](=[O:12])[CH2:9][C:6]3[CH:5]=[CH:4][C:3]([C:2]([F:1])([F:14])[F:13])=[CH:8][CH:7]=3)[CH:21]=[N:20][CH:19]=2)=[O:23])=[CH:25]1)[CH3:43]. The yield is 0.630. (8) The reactants are [N:1]1[CH:6]=[C:5]([C:7]2[N:12]=[CH:11][C:10]3[CH:13]=[N:14][N:15]([C:16]4[N:21]=[C:20]([N:22]5[CH2:28][CH2:27][CH2:26][N:25](C(OC(C)(C)C)=O)[CH2:24][CH2:23]5)[CH:19]=[CH:18][CH:17]=4)[C:9]=3[CH:8]=2)[CH:4]=[N:3][CH:2]=1.Cl. The catalyst is CO. The product is [N:22]1([C:20]2[N:21]=[C:16]([N:15]3[C:9]4[CH:8]=[C:7]([C:5]5[CH:4]=[N:3][CH:2]=[N:1][CH:6]=5)[N:12]=[CH:11][C:10]=4[CH:13]=[N:14]3)[CH:17]=[CH:18][CH:19]=2)[CH2:28][CH2:27][CH2:26][NH:25][CH2:24][CH2:23]1. The yield is 0.870. (9) The reactants are [Br:1][C:2]1[CH:7]=[C:6]([CH3:8])[CH:5]=[CH:4][N:3]=1.C[O:10][C:11](=O)[C:12]1[CH:17]=[CH:16][CH:15]=[C:14]([CH3:18])[N:13]=1. No catalyst specified. The product is [Br:1][C:2]1[CH:7]=[C:6]([CH2:8][C:11]([C:12]2[CH:17]=[CH:16][CH:15]=[C:14]([CH3:18])[N:13]=2)=[O:10])[CH:5]=[CH:4][N:3]=1. The yield is 0.700. (10) The reactants are [O:1]1[CH:5]=[CH:4][CH2:3][CH:2]1[C:6]1[CH:7]=[C:8]([CH:11]=[CH:12][CH:13]=1)[CH:9]=[O:10].N1C(C)=CC=CC=1C.[H][H]. The catalyst is [Pd].C1COCC1. The product is [O:1]1[CH2:5][CH2:4][CH2:3][CH:2]1[C:6]1[CH:7]=[C:8]([CH2:9][OH:10])[CH:11]=[CH:12][CH:13]=1. The yield is 0.700.